This data is from Forward reaction prediction with 1.9M reactions from USPTO patents (1976-2016). The task is: Predict the product of the given reaction. (1) Given the reactants [Cl:1][C:2]1[CH:3]=[C:4]([C@@:9]2([C:24]([F:27])([F:26])[F:25])[CH:13]=[N:12][N:11]([C:14]3[CH:22]=[CH:21][C:17]([C:18](O)=[O:19])=[C:16]([CH3:23])[CH:15]=3)[CH2:10]2)[CH:5]=[C:6]([Cl:8])[CH:7]=1.CN(C)C=O.C(Cl)(=O)C([Cl:36])=O, predict the reaction product. The product is: [Cl:8][C:6]1[CH:5]=[C:4]([C@@:9]2([C:24]([F:26])([F:25])[F:27])[CH:13]=[N:12][N:11]([C:14]3[CH:22]=[CH:21][C:17]([C:18]([Cl:36])=[O:19])=[C:16]([CH3:23])[CH:15]=3)[CH2:10]2)[CH:3]=[C:2]([Cl:1])[CH:7]=1. (2) Given the reactants ClC(Cl)(O[C:5](=[O:11])OC(Cl)(Cl)Cl)Cl.[NH2:13][C:14]1[CH:23]=[CH:22][C:21]([C:24]([C:26]2[N:30]3[CH:31]=[CH:32][CH:33]=[CH:34][C:29]3=[CH:28][N:27]=2)=[O:25])=[CH:20][C:15]=1[C:16]([O:18][CH3:19])=[O:17].[CH2:35]([NH2:38])[CH2:36][CH3:37].C(N(CC)CC)C, predict the reaction product. The product is: [CH:28]1[N:27]=[C:26]([C:24]([C:21]2[CH:22]=[CH:23][C:14]([NH:13][C:5](=[O:11])[NH:38][CH2:35][CH2:36][CH3:37])=[C:15]([CH:20]=2)[C:16]([O:18][CH3:19])=[O:17])=[O:25])[N:30]2[CH:31]=[CH:32][CH:33]=[CH:34][C:29]=12. (3) Given the reactants Cl[CH2:2][C@H:3]([C:5]([OH:7])=[O:6])[NH2:4].O.[OH-].[Li+].[N+:11]([C:14]1[CH:19]=[CH:18][CH:17]=[CH:16][C:15]=1[S:20](Cl)(=[O:22])=[O:21])([O-:13])=[O:12].Cl, predict the reaction product. The product is: [N+:11]([C:14]1[CH:19]=[CH:18][CH:17]=[CH:16][C:15]=1[S:20]([N@:4]1[CH2:2][CH:3]1[C:5]([OH:7])=[O:6])(=[O:22])=[O:21])([O-:13])=[O:12]. (4) Given the reactants [CH3:1][CH:2]1[N:7]([CH3:8])[CH2:6][CH2:5][N:4]([C:9]2[CH:18]=[CH:17][C:12]([C:13]([O:15]C)=O)=[CH:11][CH:10]=2)[CH2:3]1.[NH2:19][C:20]1[N:24](C(OC(C)(C)C)=O)[N:23]=[C:22]([CH2:32][CH2:33][C:34]2[CH:39]=[C:38]([O:40][CH3:41])[CH:37]=[C:36]([O:42][CH3:43])[CH:35]=2)[CH:21]=1.C[Si]([N-][Si](C)(C)C)(C)C.[Na+], predict the reaction product. The product is: [CH3:41][O:40][C:38]1[CH:39]=[C:34]([CH2:33][CH2:32][C:22]2[NH:23][N:24]=[C:20]([NH:19][C:13](=[O:15])[C:12]3[CH:11]=[CH:10][C:9]([N:4]4[CH2:5][CH2:6][N:7]([CH3:8])[CH:2]([CH3:1])[CH2:3]4)=[CH:18][CH:17]=3)[CH:21]=2)[CH:35]=[C:36]([O:42][CH3:43])[CH:37]=1. (5) Given the reactants [CH3:1][CH2:2][CH2:3][C:4]1[CH:5]=[C:6]([C:10]([NH2:12])=[S:11])[CH:7]=[CH:8][N:9]=1.Br[CH2:14][C:15]([C:17]1[CH:22]=[CH:21][C:20]([CH3:23])=[CH:19][CH:18]=1)=O, predict the reaction product. The product is: [CH3:1][CH2:2][CH2:3][C:4]1[CH:5]=[C:6]([C:10]2[S:11][CH:14]=[C:15]([C:17]3[CH:18]=[CH:19][C:20]([CH3:23])=[CH:21][CH:22]=3)[N:12]=2)[CH:7]=[CH:8][N:9]=1. (6) Given the reactants Cl.[F:2][C:3]([F:18])([F:17])[C:4]1[N:5]=[CH:6][C:7]([NH:10][C@H:11]2[CH2:15][CH2:14][CH2:13][C@@H:12]2[NH2:16])=[N:8][CH:9]=1.[F:19][C:20]1[CH:28]=[CH:27][CH:26]=[C:25]([O:29][CH3:30])[C:21]=1[C:22](O)=[O:23].[B-](F)(F)(F)F.CCOC(C(C#N)=NOC(N(C)C)=[N+](C)C)=O.CN1CCOCC1, predict the reaction product. The product is: [F:19][C:20]1[CH:28]=[CH:27][CH:26]=[C:25]([O:29][CH3:30])[C:21]=1[C:22]([NH:16][C@H:12]1[CH2:13][CH2:14][CH2:15][C@@H:11]1[NH:10][C:7]1[CH:6]=[N:5][C:4]([C:3]([F:2])([F:17])[F:18])=[CH:9][N:8]=1)=[O:23]. (7) The product is: [F:34][C:24]([F:23])([F:33])[C:25]([N:27]1[CH2:32][CH2:31][N:30]([C:18]([C:12]2[S:13][C:14]3[CH2:15][CH2:16][O:17][C:8]4[CH:7]=[C:6]([C:4]5[CH:3]=[N:2][NH:1][CH:5]=5)[CH:22]=[CH:21][C:9]=4[C:10]=3[N:11]=2)=[O:20])[CH2:29][CH2:28]1)=[O:26]. Given the reactants [NH:1]1[CH:5]=[C:4]([C:6]2[CH:22]=[CH:21][C:9]3[C:10]4[N:11]=[C:12]([C:18]([OH:20])=O)[S:13][C:14]=4[CH2:15][CH2:16][O:17][C:8]=3[CH:7]=2)[CH:3]=[N:2]1.[F:23][C:24]([F:34])([F:33])[C:25]([N:27]1[CH2:32][CH2:31][NH:30][CH2:29][CH2:28]1)=[O:26], predict the reaction product.